This data is from Full USPTO retrosynthesis dataset with 1.9M reactions from patents (1976-2016). The task is: Predict the reactants needed to synthesize the given product. Given the product [CH3:1][O:2][C:3]1[CH:8]=[C:7]([NH2:9])[CH:6]=[CH:5][C:4]=1[N:12]1[CH:16]=[N:15][C:14]([CH3:17])=[N:13]1, predict the reactants needed to synthesize it. The reactants are: [CH3:1][O:2][C:3]1[CH:8]=[C:7]([N+:9]([O-])=O)[CH:6]=[CH:5][C:4]=1[N:12]1[CH:16]=[N:15][C:14]([CH3:17])=[N:13]1.